From a dataset of Forward reaction prediction with 1.9M reactions from USPTO patents (1976-2016). Predict the product of the given reaction. (1) Given the reactants [Cl:1][C:2]1[CH:7]=[C:6]([Cl:8])[CH:5]=[CH:4][C:3]=1[C:9]1([OH:34])[C:17]2[C:12](=[CH:13][C:14](I)=[CH:15][C:16]=2[C:18]([F:21])([F:20])[F:19])[N:11]([CH2:23][C@H:24]2[CH2:27][C@H:26]([N:28]([CH2:31][CH3:32])[CH2:29][CH3:30])[CH2:25]2)[C:10]1=[O:33].C(=O)(O)[O-].[Na+].[CH3:40][N:41](C)C=O, predict the reaction product. The product is: [Cl:1][C:2]1[CH:7]=[C:6]([Cl:8])[CH:5]=[CH:4][C:3]=1[C:9]1([OH:34])[C:17]2[C:12](=[CH:13][C:14]([C:40]#[N:41])=[CH:15][C:16]=2[C:18]([F:21])([F:20])[F:19])[N:11]([CH2:23][C@H:24]2[CH2:27][C@H:26]([N:28]([CH2:31][CH3:32])[CH2:29][CH3:30])[CH2:25]2)[C:10]1=[O:33]. (2) Given the reactants Cl.[F:2][C@@H:3]1[CH2:7][CH2:6][NH:5][CH2:4]1.Br[C:9]1[CH:10]=[C:11]2[C@@:22]3([N:27]=[C:26]([NH2:28])[CH2:25][O:24][CH2:23]3)[C:21]3[C:16](=[CH:17][CH:18]=[C:19]([C:29]4[C:30]([F:35])=[N:31][CH:32]=[CH:33][CH:34]=4)[CH:20]=3)[O:15][C:12]2=[N:13][CH:14]=1.[Li+].C[Si]([N-][Si](C)(C)C)(C)C, predict the reaction product. The product is: [F:35][C:30]1[C:29]([C:19]2[CH:20]=[C:21]3[C@:22]4([N:27]=[C:26]([NH2:28])[CH2:25][O:24][CH2:23]4)[C:11]4[C:12](=[N:13][CH:14]=[C:9]([N:5]5[CH2:6][CH2:7][C@@H:3]([F:2])[CH2:4]5)[CH:10]=4)[O:15][C:16]3=[CH:17][CH:18]=2)=[CH:34][CH:33]=[CH:32][N:31]=1. (3) Given the reactants [CH:1]([O:4][C:5]1[CH:12]=[CH:11][C:10]([C:13]2[O:17][N:16]=[C:15]3[C:18]4[C:23]([CH2:24][CH2:25][C:14]=23)=[CH:22][C:21]([CH:26]=C)=[CH:20][CH:19]=4)=[CH:9][C:6]=1[C:7]#[N:8])([CH3:3])[CH3:2].C[N+]1([O-])CC[O:32]CC1.I([O-])(=O)(=O)=O.[Na+], predict the reaction product. The product is: [CH:26]([C:21]1[CH:22]=[C:23]2[C:18](=[CH:19][CH:20]=1)[C:15]1=[N:16][O:17][C:13]([C:10]3[CH:11]=[CH:12][C:5]([O:4][CH:1]([CH3:2])[CH3:3])=[C:6]([CH:9]=3)[C:7]#[N:8])=[C:14]1[CH2:25][CH2:24]2)=[O:32]. (4) The product is: [C:11]([O:10][C:8]([N:5]1[CH2:6][CH2:7][C:2]([F:1])([F:19])[CH2:3][CH:4]1[C:15]([OH:17])=[O:16])=[O:9])([CH3:14])([CH3:12])[CH3:13]. Given the reactants [F:1][C:2]1([F:19])[CH2:7][CH2:6][N:5]([C:8]([O:10][C:11]([CH3:14])([CH3:13])[CH3:12])=[O:9])[CH:4]([C:15]([O:17]C)=[O:16])[CH2:3]1.CO.O.[OH-].[Li+], predict the reaction product. (5) Given the reactants [C:1]1([CH3:39])[CH:6]=[CH:5][C:4]([S:7]([N:10]2[CH2:18][CH2:17][N:16](S(C3C=CC(C)=CC=3)(=O)=O)[CH2:15][CH2:14][N:13]([S:29]([C:32]3[CH:37]=[CH:36][C:35]([CH3:38])=[CH:34][CH:33]=3)(=[O:31])=[O:30])[CH2:12][CH2:11]2)(=[O:9])=[O:8])=[CH:3][CH:2]=1.[BrH:40].C(O)(=O)C, predict the reaction product. The product is: [BrH:40].[C:1]1([CH3:39])[CH:6]=[CH:5][C:4]([S:7]([N:10]2[CH2:18][CH2:17][NH:16][CH2:15][CH2:14][N:13]([S:29]([C:32]3[CH:37]=[CH:36][C:35]([CH3:38])=[CH:34][CH:33]=3)(=[O:30])=[O:31])[CH2:12][CH2:11]2)(=[O:9])=[O:8])=[CH:3][CH:2]=1. (6) Given the reactants [CH:1](=O)[C:2]1[CH:7]=[CH:6][CH:5]=[CH:4][CH:3]=1.[CH3:9][C:10](=[O:15])[CH2:11][CH2:12][CH2:13][CH3:14], predict the reaction product. The product is: [CH:1](=[C:11](/[CH2:12][CH2:13][CH3:14])\[C:10](=[O:15])[CH3:9])/[C:2]1[CH:7]=[CH:6][CH:5]=[CH:4][CH:3]=1. (7) Given the reactants Cl[C:2]1[C:3](=[O:21])[N:4]([CH2:17][CH:18]([CH3:20])[CH3:19])[C:5]([C:9]2[CH:14]=[CH:13][C:12]([F:15])=[CH:11][C:10]=2[Cl:16])=[C:6]([Cl:8])[N:7]=1.[NH:22]1[CH:26]=[CH:25][CH:24]=[N:23]1.C(=O)([O-])[O-].[K+].[K+], predict the reaction product. The product is: [Cl:8][C:6]1[N:7]=[C:2]([N:22]2[CH:26]=[CH:25][CH:24]=[N:23]2)[C:3](=[O:21])[N:4]([CH2:17][CH:18]([CH3:20])[CH3:19])[C:5]=1[C:9]1[CH:14]=[CH:13][C:12]([F:15])=[CH:11][C:10]=1[Cl:16].